From a dataset of Catalyst prediction with 721,799 reactions and 888 catalyst types from USPTO. Predict which catalyst facilitates the given reaction. (1) Reactant: [O:1]1[C:5]([C:6]2[CH:14]=[CH:13][CH:12]=[CH:11][C:7]=2[C:8]([OH:10])=O)=[CH:4][N:3]=[CH:2]1.[CH2:15]([C:22]1([OH:28])[CH2:27][CH2:26][NH:25][CH2:24][CH2:23]1)[C:16]1[CH:21]=[CH:20][CH:19]=[CH:18][CH:17]=1.Cl.CN(C)CCCN=C=NCC.ON1C2C=CC=CC=2N=N1. Product: [CH2:15]([C:22]1([OH:28])[CH2:27][CH2:26][N:25]([C:8]([C:7]2[CH:11]=[CH:12][CH:13]=[CH:14][C:6]=2[C:5]2[O:1][CH:2]=[N:3][CH:4]=2)=[O:10])[CH2:24][CH2:23]1)[C:16]1[CH:17]=[CH:18][CH:19]=[CH:20][CH:21]=1. The catalyst class is: 851. (2) Reactant: Br[C:2]1[CH:3]=[C:4]([NH:10][C:11]2[CH:15]=[C:14]([CH2:16][CH3:17])[O:13][N:12]=2)[C:5](=[O:9])[N:6]([CH3:8])[CH:7]=1.[B:18]1([B:18]2[O:22][C:21]([CH3:24])([CH3:23])[C:20]([CH3:26])([CH3:25])[O:19]2)[O:22][C:21]([CH3:24])([CH3:23])[C:20]([CH3:26])([CH3:25])[O:19]1.CC(C1C=C(C(C)C)C(C2C=CC=CC=2P(C2CCCCC2)C2CCCCC2)=C(C(C)C)C=1)C.C([O-])(=O)C.[K+]. Product: [CH2:16]([C:14]1[O:13][N:12]=[C:11]([NH:10][C:4]2[C:5](=[O:9])[N:6]([CH3:8])[CH:7]=[C:2]([B:18]3[O:22][C:21]([CH3:24])([CH3:23])[C:20]([CH3:26])([CH3:25])[O:19]3)[CH:3]=2)[CH:15]=1)[CH3:17]. The catalyst class is: 102. (3) Reactant: [F:1][C:2]1[CH:7]=[CH:6][C:5]([CH:8]2[C:13]([C:14]([O:16][CH3:17])=[O:15])=[C:12]([CH:18]([CH3:20])[CH3:19])[NH:11][C:10]([CH:21]([CH3:23])[CH3:22])=[C:9]2[C:24]([O:26][CH3:27])=[O:25])=[CH:4][CH:3]=1.O.N(OC)=O.[OH-].[Na+]. Product: [F:1][C:2]1[CH:3]=[CH:4][C:5]([C:8]2[C:9]([C:24]([O:26][CH3:27])=[O:25])=[C:10]([CH:21]([CH3:22])[CH3:23])[N:11]=[C:12]([CH:18]([CH3:19])[CH3:20])[C:13]=2[C:14]([O:16][CH3:17])=[O:15])=[CH:6][CH:7]=1. The catalyst class is: 15. (4) Reactant: [Cl:1][C:2]1[CH:3]=[CH:4][C:5]([OH:10])=[C:6]([CH:9]=1)[CH:7]=[O:8].[CH2:11]([O:13][C:14](=[O:19])[C:15](Br)([CH3:17])[CH3:16])C.C([O-])([O-])=O.[K+].[K+]. Product: [CH3:11][O:13][C:14](=[O:19])[C:15]([O:10][C:5]1[CH:4]=[CH:3][C:2]([Cl:1])=[CH:9][C:6]=1[CH:7]=[O:8])([CH3:17])[CH3:16]. The catalyst class is: 3.